Dataset: Reaction yield outcomes from USPTO patents with 853,638 reactions. Task: Predict the reaction yield, written as a fraction of the theoretical maximum amount of product (1.0 means a 100% yield; for example, 0.34 means a 34% yield). (1) The reactants are [CH3:1][C:2]1[CH:3]=[C:4]([CH:6]=[CH:7][C:8]=1[CH3:9])[NH2:5].[H-].[Na+].F[C:13]1[CH:14]=[C:15]([CH:18]=[CH:19][C:20]=1[N+:21]([O-:23])=[O:22])[C:16]#[N:17].O. The catalyst is C1COCC1. The product is [CH3:1][C:2]1[CH:3]=[C:4]([NH:5][C:19]2[CH:18]=[C:15]([CH:14]=[CH:13][C:20]=2[N+:21]([O-:23])=[O:22])[C:16]#[N:17])[CH:6]=[CH:7][C:8]=1[CH3:9]. The yield is 0.360. (2) The reactants are [NH2:1][C:2]1[CH:29]=[CH:28][C:5]([O:6][C:7]2[CH:12]=[CH:11][N:10]=[C:9]([NH:13][C:14]([N:16]3[CH2:21][CH2:20][CH:19]([CH2:22][N:23]4[CH2:27][CH2:26][CH2:25][CH2:24]4)[CH2:18][CH2:17]3)=[O:15])[CH:8]=2)=[CH:4][CH:3]=1.[F:30][C:31]1[CH:36]=[CH:35][C:34]([NH:37][C:38]([C:40]2([C:43](O)=[O:44])[CH2:42][CH2:41]2)=[O:39])=[CH:33][CH:32]=1.C(N(CC)CC)C.F[P-](F)(F)(F)(F)F.N1(O[P+](N(C)C)(N(C)C)N(C)C)C2C=CC=CC=2N=N1. The catalyst is CN(C)C=O. The product is [F:30][C:31]1[CH:32]=[CH:33][C:34]([NH:37][C:38]([C:40]2([C:43]([NH:1][C:2]3[CH:29]=[CH:28][C:5]([O:6][C:7]4[CH:12]=[CH:11][N:10]=[C:9]([NH:13][C:14]([N:16]5[CH2:17][CH2:18][CH:19]([CH2:22][N:23]6[CH2:27][CH2:26][CH2:25][CH2:24]6)[CH2:20][CH2:21]5)=[O:15])[CH:8]=4)=[CH:4][CH:3]=3)=[O:44])[CH2:42][CH2:41]2)=[O:39])=[CH:35][CH:36]=1. The yield is 0.638. (3) The reactants are C(NC(C)C)(C)C.[Li]CCCC.[CH3:13][C:14]1[CH:19]=[N:18][CH:17]=[CH:16][N:15]=1.[C:20](OC)(=[O:27])[C:21]1[CH:26]=[CH:25][CH:24]=[CH:23][CH:22]=1. The catalyst is C1COCC1. The product is [C:21]1([C:20](=[O:27])[CH2:13][C:14]2[CH:19]=[N:18][CH:17]=[CH:16][N:15]=2)[CH:26]=[CH:25][CH:24]=[CH:23][CH:22]=1. The yield is 0.333. (4) The reactants are [Br:1][C:2]1[CH:3]=[C:4]([NH:8][N:9]=[C:10]([C:13]#[N:14])[C:11]#[N:12])[CH:5]=[CH:6][CH:7]=1.BrC1C=C(C=CC=1)N.C(#N)CC#N.O.[NH2:29][NH2:30]. No catalyst specified. The product is [NH2:14][C:13]1[C:10](=[N:9][NH:8][C:4]2[CH:5]=[CH:6][CH:7]=[C:2]([Br:1])[CH:3]=2)[C:11]([NH2:12])=[N:30][N:29]=1. The yield is 0.660. (5) The reactants are Br[C:2]1[CH:9]=[CH:8][C:7]([O:10][CH3:11])=[CH:6][C:3]=1[C:4]#[N:5].[F:12][C:13]1[CH:14]=[C:15](B(O)O)[CH:16]=[C:17]([F:19])[CH:18]=1.C(=O)([O-])[O-].[K+].[K+]. The catalyst is C1C=CC([P]([Pd]([P](C2C=CC=CC=2)(C2C=CC=CC=2)C2C=CC=CC=2)([P](C2C=CC=CC=2)(C2C=CC=CC=2)C2C=CC=CC=2)[P](C2C=CC=CC=2)(C2C=CC=CC=2)C2C=CC=CC=2)(C2C=CC=CC=2)C2C=CC=CC=2)=CC=1. The product is [F:12][C:13]1[CH:14]=[C:15]([C:2]2[C:3]([C:4]#[N:5])=[CH:6][C:7]([O:10][CH3:11])=[CH:8][CH:9]=2)[CH:16]=[C:17]([F:19])[CH:18]=1. The yield is 0.800.